This data is from Full USPTO retrosynthesis dataset with 1.9M reactions from patents (1976-2016). The task is: Predict the reactants needed to synthesize the given product. Given the product [NH2:32][CH2:31][CH2:30][CH2:29][N:26]1[C:18]2[N:19]=[C:20]([NH:23][CH2:24][CH3:25])[N:21]=[CH:22][C:17]=2[CH:16]=[C:15]([C:3]2[CH:4]=[CH:5][C:6]([C:8]3[CH:13]=[N:12][CH:11]=[C:10]([CH3:14])[N:9]=3)=[CH:7][C:2]=2[Cl:1])[C:27]1=[O:28], predict the reactants needed to synthesize it. The reactants are: [Cl:1][C:2]1[CH:7]=[C:6]([C:8]2[CH:13]=[N:12][CH:11]=[C:10]([CH3:14])[N:9]=2)[CH:5]=[CH:4][C:3]=1[C:15]1[C:27](=[O:28])[N:26]([CH2:29][CH2:30][CH2:31][NH:32]C(=O)OC(C)(C)C)[C:18]2[N:19]=[C:20]([NH:23][CH2:24][CH3:25])[N:21]=[CH:22][C:17]=2[CH:16]=1.CO.Cl.